This data is from NCI-60 drug combinations with 297,098 pairs across 59 cell lines. The task is: Regression. Given two drug SMILES strings and cell line genomic features, predict the synergy score measuring deviation from expected non-interaction effect. (1) Drug 1: CCCCCOC(=O)NC1=NC(=O)N(C=C1F)C2C(C(C(O2)C)O)O. Drug 2: C1=NC(=NC(=O)N1C2C(C(C(O2)CO)O)O)N. Cell line: PC-3. Synergy scores: CSS=2.48, Synergy_ZIP=-2.55, Synergy_Bliss=-1.47, Synergy_Loewe=-11.4, Synergy_HSA=-3.23. (2) Drug 1: CCN(CC)CCNC(=O)C1=C(NC(=C1C)C=C2C3=C(C=CC(=C3)F)NC2=O)C. Drug 2: CC1C(C(CC(O1)OC2CC(OC(C2O)C)OC3=CC4=CC5=C(C(=O)C(C(C5)C(C(=O)C(C(C)O)O)OC)OC6CC(C(C(O6)C)O)OC7CC(C(C(O7)C)O)OC8CC(C(C(O8)C)O)(C)O)C(=C4C(=C3C)O)O)O)O. Cell line: NCI-H522. Synergy scores: CSS=48.5, Synergy_ZIP=1.14, Synergy_Bliss=-0.00938, Synergy_Loewe=-23.7, Synergy_HSA=-1.51. (3) Drug 1: C1=NC(=NC(=O)N1C2C(C(C(O2)CO)O)O)N. Drug 2: CC1=C(C(=O)C2=C(C1=O)N3CC4C(C3(C2COC(=O)N)OC)N4)N. Cell line: OVCAR3. Synergy scores: CSS=27.2, Synergy_ZIP=-1.79, Synergy_Bliss=4.27, Synergy_Loewe=3.95, Synergy_HSA=5.02. (4) Drug 1: C1CCN(CC1)CCOC2=CC=C(C=C2)C(=O)C3=C(SC4=C3C=CC(=C4)O)C5=CC=C(C=C5)O. Drug 2: C1C(C(OC1N2C=NC(=NC2=O)N)CO)O. Cell line: SF-268. Synergy scores: CSS=-5.53, Synergy_ZIP=4.31, Synergy_Bliss=6.71, Synergy_Loewe=-2.29, Synergy_HSA=-1.46. (5) Drug 1: CC(C1=C(C=CC(=C1Cl)F)Cl)OC2=C(N=CC(=C2)C3=CN(N=C3)C4CCNCC4)N. Drug 2: CC1=C(C=C(C=C1)C(=O)NC2=CC(=CC(=C2)C(F)(F)F)N3C=C(N=C3)C)NC4=NC=CC(=N4)C5=CN=CC=C5. Cell line: SN12C. Synergy scores: CSS=9.60, Synergy_ZIP=-0.793, Synergy_Bliss=2.62, Synergy_Loewe=0.380, Synergy_HSA=2.02.